Dataset: Reaction yield outcomes from USPTO patents with 853,638 reactions. Task: Predict the reaction yield, written as a fraction of the theoretical maximum amount of product (1.0 means a 100% yield; for example, 0.34 means a 34% yield). (1) The catalyst is ClCCl. The reactants are [Al+3].[Cl-].[Cl-].[Cl-].[CH3:5][C:6]1([CH3:21])[CH2:14][C:13]2[C:8](=[CH:9][CH:10]=[CH:11][C:12]=2[CH2:15][CH:16]([CH3:20])[C:17](Cl)=[O:18])[CH2:7]1. The yield is 0.970. The product is [CH3:20][CH:16]1[C:17](=[O:18])[C:11]2[C:12](=[C:13]3[C:8](=[CH:9][CH:10]=2)[CH2:7][C:6]([CH3:21])([CH3:5])[CH2:14]3)[CH2:15]1. (2) The reactants are [O:1]1[CH2:6][CH2:5][O:4][CH2:3][C@@H:2]1[CH2:7][O:8][N:9]1C(=O)C2C(=CC=CC=2)C1=O.O.NN. The catalyst is CO.ClCCl. The product is [O:1]1[CH2:6][CH2:5][O:4][CH2:3][C@@H:2]1[CH2:7][O:8][NH2:9]. The yield is 0.614. (3) The catalyst is CO. The reactants are [NH2:1][C:2]1[C:11]([N+:12]([O-])=O)=[CH:10][C:5]([C:6]([O:8][CH3:9])=[O:7])=[CH:4][C:3]=1[Br:15].[Sn](Cl)Cl.C(=O)(O)[O-].[Na+]. The product is [NH2:12][C:11]1[CH:10]=[C:5]([CH:4]=[C:3]([Br:15])[C:2]=1[NH2:1])[C:6]([O:8][CH3:9])=[O:7]. The yield is 0.580.